Dataset: Catalyst prediction with 721,799 reactions and 888 catalyst types from USPTO. Task: Predict which catalyst facilitates the given reaction. (1) Reactant: [NH2:1][C:2]1[N:7]=[C:6]([S:8]([NH:11][C:12]([C:14]2[C:15]([N:22]3[CH2:26][CH:25]([CH3:27])[CH2:24][C:23]3([CH3:29])[CH3:28])=[N:16][C:17](Cl)=[C:18]([F:20])[CH:19]=2)=[O:13])(=[O:10])=[O:9])[CH:5]=[CH:4][CH:3]=1.[CH:30]([OH:33])([CH3:32])[CH3:31].[H-].[Na+]. Product: [NH2:1][C:2]1[N:7]=[C:6]([S:8]([NH:11][C:12]([C:14]2[C:15]([N:22]3[CH2:26][CH:25]([CH3:27])[CH2:24][C:23]3([CH3:29])[CH3:28])=[N:16][C:17]([O:33][CH:30]([CH3:32])[CH3:31])=[C:18]([F:20])[CH:19]=2)=[O:13])(=[O:10])=[O:9])[CH:5]=[CH:4][CH:3]=1. The catalyst class is: 16. (2) Reactant: [Li+].C[Si]([N-][Si](C)(C)C)(C)C.[I-].C1([P+](C2C=CC=CC=2)(C2C=CC=CC=2)[CH2:19][CH:20]2[CH2:25][CH2:24][O:23][CH2:22][CH2:21]2)C=CC=CC=1.[CH:38]1([S:41][C:42]2[CH:47]=[CH:46][C:45]([C:48](=O)[C:49]([O:51][CH2:52][CH3:53])=[O:50])=[CH:44][CH:43]=2)[CH2:40][CH2:39]1.Cl. Product: [CH:38]1([S:41][C:42]2[CH:47]=[CH:46][C:45]([C:48](=[CH:19][CH:20]3[CH2:21][CH2:22][O:23][CH2:24][CH2:25]3)[C:49]([O:51][CH2:52][CH3:53])=[O:50])=[CH:44][CH:43]=2)[CH2:39][CH2:40]1. The catalyst class is: 20. (3) Reactant: CC[CH2:3][CH2:4][O-:5].[Na+].C(O)C.[Cl:10][C:11]1[CH:18]=[CH:17][CH:16]=[C:15](F)[C:12]=1[C:13]#[N:14].C(Cl)(Cl)Cl. Product: [Cl:10][C:11]1[CH:18]=[CH:17][CH:16]=[C:15]([O:5][CH2:4][CH3:3])[C:12]=1[C:13]#[N:14]. The catalyst class is: 20. (4) Reactant: C(OC([N:8]1[CH2:12][CH2:11][CH2:10][C@@H:9]1[CH2:13][O:14][C:15]1[CH:20]=[CH:19][C:18]([C:21](=[O:29])[C:22]2[CH:27]=[CH:26][C:25]([I:28])=[CH:24][CH:23]=2)=[CH:17][CH:16]=1)=O)(C)(C)C.Cl.CCOCC. Product: [I:28][C:25]1[CH:26]=[CH:27][C:22]([C:21]([C:18]2[CH:19]=[CH:20][C:15]([O:14][CH2:13][C@H:9]3[CH2:10][CH2:11][CH2:12][NH:8]3)=[CH:16][CH:17]=2)=[O:29])=[CH:23][CH:24]=1. The catalyst class is: 12. (5) Reactant: C([Sn](CCCC)(CCCC)[C:6]([O:8]CC)=[CH2:7])CCC.Br[C:20]1[CH:21]=[CH:22][CH:23]=[C:24]2[C:29]=1[N:28]=[C:27]([N:30]([C:35]1[CH:40]=[CH:39][CH:38]=[CH:37][CH:36]=1)[C:31](=[O:34])[O:32][CH3:33])[CH:26]=[CH:25]2. Product: [C:6]([C:20]1[CH:21]=[CH:22][CH:23]=[C:24]2[C:29]=1[N:28]=[C:27]([N:30]([C:35]1[CH:40]=[CH:39][CH:38]=[CH:37][CH:36]=1)[C:31](=[O:34])[O:32][CH3:33])[CH:26]=[CH:25]2)(=[O:8])[CH3:7]. The catalyst class is: 206. (6) Reactant: FC(F)(F)C(O)=O.C([SiH](CC)CC)C.[N:15]1([C:21]2[CH:29]=[C:24]3[CH:25]=[CH:26][CH:27]=[CH:28][N:23]3[N:22]=2)[CH2:20][CH2:19][O:18][CH2:17][CH2:16]1.[CH:30]([C:32]1[N:37]=[C:36]([C:38]([O:40][CH3:41])=[O:39])[CH:35]=[CH:34][CH:33]=1)=O.C(=O)(O)[O-].[Na+]. Product: [N:15]1([C:21]2[C:29]([CH2:30][C:32]3[N:37]=[C:36]([C:38]([O:40][CH3:41])=[O:39])[CH:35]=[CH:34][CH:33]=3)=[C:24]3[CH:25]=[CH:26][CH:27]=[CH:28][N:23]3[N:22]=2)[CH2:20][CH2:19][O:18][CH2:17][CH2:16]1. The catalyst class is: 4. (7) Reactant: C[O:2][C:3](=[O:40])[CH:4]([O:12][C:13]1[CH:22]=[CH:21][C:20]2[C:15](=[CH:16][CH:17]=[C:18]([NH:23][C:24]([C:26]3[C:30]4[CH:31]=[CH:32][CH:33]=[CH:34][C:29]=4[O:28][C:27]=3[CH2:35][CH2:36][CH2:37][CH3:38])=[O:25])[CH:19]=2)[C:14]=1[Br:39])[CH2:5][C:6]1[CH:11]=[CH:10][CH:9]=[CH:8][CH:7]=1.[OH-].[Na+].O. Product: [Br:39][C:14]1[C:15]2[C:20](=[CH:19][C:18]([NH:23][C:24]([C:26]3[C:30]4[CH:31]=[CH:32][CH:33]=[CH:34][C:29]=4[O:28][C:27]=3[CH2:35][CH2:36][CH2:37][CH3:38])=[O:25])=[CH:17][CH:16]=2)[CH:21]=[CH:22][C:13]=1[O:12][CH:4]([CH2:5][C:6]1[CH:7]=[CH:8][CH:9]=[CH:10][CH:11]=1)[C:3]([OH:40])=[O:2]. The catalyst class is: 5.